From a dataset of CYP1A2 inhibition data for predicting drug metabolism from PubChem BioAssay. Regression/Classification. Given a drug SMILES string, predict its absorption, distribution, metabolism, or excretion properties. Task type varies by dataset: regression for continuous measurements (e.g., permeability, clearance, half-life) or binary classification for categorical outcomes (e.g., BBB penetration, CYP inhibition). Dataset: cyp1a2_veith. The drug is Cc1ccc(/C(C#N)=C/c2cccc([N+](=O)[O-])c2)cc1. The result is 1 (inhibitor).